From a dataset of Reaction yield outcomes from USPTO patents with 853,638 reactions. Predict the reaction yield, written as a fraction of the theoretical maximum amount of product (1.0 means a 100% yield; for example, 0.34 means a 34% yield). (1) The reactants are [Br:1][C:2]1[CH:18]=[CH:17][C:5]2[C:6]3[N:10]([CH2:11][CH2:12][O:13][C:4]=2[CH:3]=1)[CH:9]=[C:8]([C:14]([NH2:16])=[O:15])[N:7]=3.[CH3:19][N:20]([CH:22](OC)OC)[CH3:21]. The catalyst is O1CCOCC1. The product is [CH3:19][N:20]([CH3:22])/[CH:21]=[N:16]\[C:14]([C:8]1[N:7]=[C:6]2[N:10]([CH2:11][CH2:12][O:13][C:4]3[CH:3]=[C:2]([Br:1])[CH:18]=[CH:17][C:5]=32)[CH:9]=1)=[O:15]. The yield is 0.940. (2) The reactants are CC1C=CC(S(OCC2CC3C(F)=CC=C(C4C=CC=CC=4)C=3O2)(=O)=O)=CC=1.[N-]=[N+]=[N-].[Na+].N(CC1CC2C=C(Cl)C=C(C3C=CSC=3)C=2O1)=[N+]=[N-].[N:52]([CH2:55][CH:56]1[CH2:60][C:59]2[C:61]([F:71])=[CH:62][CH:63]=[C:64]([C:65]3[CH:70]=[CH:69][CH:68]=[CH:67][CH:66]=3)[C:58]=2[O:57]1)=[N+]=[N-].[N-]=[N+]=[N-]. The catalyst is [Pd]. The product is [F:71][C:61]1[C:59]2[CH2:60][CH:56]([CH2:55][NH2:52])[O:57][C:58]=2[C:64]([C:65]2[CH:70]=[CH:69][CH:68]=[CH:67][CH:66]=2)=[CH:63][CH:62]=1. The yield is 0.430.